From a dataset of Forward reaction prediction with 1.9M reactions from USPTO patents (1976-2016). Predict the product of the given reaction. (1) Given the reactants [NH2:1][C:2]1[N:6]([C:7]2[CH:12]=[CH:11][CH:10]=CC=2OC)[N:5]=[CH:4][C:3]=1[C:15]#[N:16].C1(NN)CCC1, predict the reaction product. The product is: [NH2:1][C:2]1[N:6]([CH:7]2[CH2:12][CH2:11][CH2:10]2)[N:5]=[CH:4][C:3]=1[C:15]#[N:16]. (2) Given the reactants C(=O)([O-])[O-].[K+].[K+].C1OCCOCCOCCOCCOCCOC1.[Cl:25][C:26]1[CH:31]=[C:30]([NH:32][C:33]2[C:42]3[C:37](=[CH:38][CH:39]=[CH:40][C:41]=3[O:43][CH2:44][CH2:45][N:46]([CH3:48])[CH3:47])[N:36]=[CH:35][N:34]=2)[CH:29]=[CH:28][C:27]=1[OH:49].Cl.Cl[CH2:52][C:53]1[N:54]=[CH:55][S:56][CH:57]=1, predict the reaction product. The product is: [Cl:25][C:26]1[CH:31]=[C:30]([NH:32][C:33]2[C:42]3[C:37](=[CH:38][CH:39]=[CH:40][C:41]=3[O:43][CH2:44][CH2:45][N:46]([CH3:47])[CH3:48])[N:36]=[CH:35][N:34]=2)[CH:29]=[CH:28][C:27]=1[O:49][CH2:52][C:53]1[N:54]=[CH:55][S:56][CH:57]=1.